The task is: Predict the reactants needed to synthesize the given product.. This data is from Full USPTO retrosynthesis dataset with 1.9M reactions from patents (1976-2016). (1) The reactants are: [NH2:1][C:2]1[C:3](=[O:9])[NH:4][C:5]([CH3:8])=[CH:6][CH:7]=1.[N:10]1(C(N2C=CN=C2)=N)C=CN=[CH:11]1. Given the product [CH3:8][C:5]1[N:4]=[C:3]2[O:9][C:11]([NH2:10])=[N:1][C:2]2=[CH:7][CH:6]=1, predict the reactants needed to synthesize it. (2) Given the product [CH3:1][S:2]([C:5]1[CH:6]=[CH:7][C:8]([C:11]2[CH:16]=[CH:15][C:14]([O:17][CH:26]([CH3:28])[CH3:27])=[C:13]([O:18][CH:30]([CH3:32])[CH3:29])[CH:12]=2)=[CH:9][CH:10]=1)(=[O:3])=[O:4], predict the reactants needed to synthesize it. The reactants are: [CH3:1][S:2]([C:5]1[CH:10]=[CH:9][C:8]([C:11]2[CH:16]=[CH:15][C:14]([OH:17])=[C:13]([OH:18])[CH:12]=2)=[CH:7][CH:6]=1)(=[O:4])=[O:3].C(=O)([O-])[O-].[K+].[K+].Br[CH:26]([CH3:28])[CH3:27].[CH3:29][C:30]([CH2:32]C)=O. (3) Given the product [Cl:31][C:8]1[CH:7]=[C:6]([C:11]2[CH:16]=[CH:15][CH:14]=[CH:13][C:12]=2[C:17]([F:18])([F:19])[F:20])[CH:5]=[C:4]([N+:1]([O-:3])=[O:2])[C:9]=1[NH2:10], predict the reactants needed to synthesize it. The reactants are: [N+:1]([C:4]1[CH:5]=[C:6]([C:11]2[CH:16]=[CH:15][CH:14]=[CH:13][C:12]=2[C:17]([F:20])([F:19])[F:18])[CH:7]=[CH:8][C:9]=1[NH2:10])([O-:3])=[O:2].C(#N)C.C1C(=O)N([Cl:31])C(=O)C1. (4) Given the product [OH:6][C:7]1[CH:8]=[CH:9][C:10](/[CH:11]=[CH:12]/[C:13]2[CH:18]=[C:17]([OH:19])[C:16]([CH2:21][CH2:22][CH2:23][CH2:24][CH2:25][CH2:26][CH2:27][CH2:28][CH2:29][CH2:30][CH2:31][CH2:32][CH2:33][CH2:34][OH:35])=[C:15]([OH:36])[CH:14]=2)=[CH:38][CH:39]=1, predict the reactants needed to synthesize it. The reactants are: B(Br)(Br)Br.C[O:6][C:7]1[CH:39]=[CH:38][C:10](/[CH:11]=[CH:12]/[C:13]2[CH:18]=[C:17]([O:19]C)[C:16]([CH2:21][CH2:22][CH2:23][CH2:24][CH2:25][CH2:26][CH2:27][CH2:28][CH2:29][CH2:30][CH2:31][CH2:32][CH2:33][CH2:34][OH:35])=[C:15]([O:36]C)[CH:14]=2)=[CH:9][CH:8]=1.O.